From a dataset of Catalyst prediction with 721,799 reactions and 888 catalyst types from USPTO. Predict which catalyst facilitates the given reaction. (1) Reactant: C([O:4][C:5]1[CH:6]=[C:7]2[C:12](=[CH:13][C:14]=1[O:15][CH3:16])[N:11]=[CH:10][N:9]=[C:8]2[NH:17][C:18]1[CH:23]=[CH:22][CH:21]=[CH:20][CH:19]=1)(=O)C.[NH4+].[OH-]. Product: [CH3:16][O:15][C:14]1[CH:13]=[C:12]2[C:7]([C:8]([NH:17][C:18]3[CH:23]=[CH:22][CH:21]=[CH:20][CH:19]=3)=[N:9][CH:10]=[N:11]2)=[CH:6][C:5]=1[OH:4]. The catalyst class is: 5. (2) Reactant: [CH:1]1([O:7][CH:8]([C:12]2[CH:17]=[CH:16][C:15]([Cl:18])=[C:14]([Cl:19])[CH:13]=2)[C:9]([OH:11])=O)[CH2:6][CH2:5][CH2:4][CH2:3][CH2:2]1.F[P-](F)(F)(F)(F)F.N1(O[PH2+]N(C)C)C2C=CC=CC=2N=N1.C(N(CC)CC)C.[NH2:48][C:49]1[S:50][CH:51]=[CH:52][N:53]=1. Product: [CH:1]1([O:7][CH:8]([C:12]2[CH:17]=[CH:16][C:15]([Cl:18])=[C:14]([Cl:19])[CH:13]=2)[C:9]([NH:48][C:49]2[S:50][CH:51]=[CH:52][N:53]=2)=[O:11])[CH2:2][CH2:3][CH2:4][CH2:5][CH2:6]1. The catalyst class is: 46. (3) Reactant: [CH2:1]([C:9]1[CH:10]=[C:11]([CH2:23][OH:24])[CH:12]=[C:13]([CH2:15][CH2:16][C:17]2[CH:22]=[CH:21][CH:20]=[CH:19][CH:18]=2)[CH:14]=1)[CH2:2][C:3]1[CH:8]=[CH:7][CH:6]=[CH:5][CH:4]=1.[Cr](Cl)([O-])(=O)=O.[NH+]1C=CC=CC=1. Product: [CH2:1]([C:9]1[CH:10]=[C:11]([CH:12]=[C:13]([CH2:15][CH2:16][C:17]2[CH:22]=[CH:21][CH:20]=[CH:19][CH:18]=2)[CH:14]=1)[CH:23]=[O:24])[CH2:2][C:3]1[CH:4]=[CH:5][CH:6]=[CH:7][CH:8]=1. The catalyst class is: 4. (4) Reactant: Br.Br.Br.[CH2:4]([C:6]1[C:7]([C:14]2[CH:22]=[C:21]3[C:17]([C:18]([C:23]4[NH:24][C:25]5[CH2:30][CH2:29][NH:28][CH2:27][C:26]=5[N:31]=4)=[N:19][NH:20]3)=[CH:16][CH:15]=2)=[CH:8][C:9]([F:13])=[C:10]([OH:12])[CH:11]=1)[CH3:5].[N:32]1[C:41]2[C:36](=[CH:37][C:38]([CH:42]=O)=[CH:39][CH:40]=2)[CH:35]=[CH:34][CH:33]=1.CCN(C(C)C)C(C)C.CC(O)=O. Product: [CH2:4]([C:6]1[C:7]([C:14]2[CH:22]=[C:21]3[C:17]([C:18]([C:23]4[NH:24][C:25]5[CH2:30][CH2:29][N:28]([CH2:42][C:38]6[CH:37]=[C:36]7[C:41](=[CH:40][CH:39]=6)[N:32]=[CH:33][CH:34]=[CH:35]7)[CH2:27][C:26]=5[N:31]=4)=[N:19][NH:20]3)=[CH:16][CH:15]=2)=[CH:8][C:9]([F:13])=[C:10]([OH:12])[CH:11]=1)[CH3:5]. The catalyst class is: 3. (5) Reactant: [F:1][C:2]1[CH:8]=[C:7]([I:9])[CH:6]=[CH:5][C:3]=1[NH2:4].[Li+].CC([N-]C(C)C)C.Cl[C:19]1[C:20]([C:28]([OH:30])=[O:29])=[CH:21][N:22]([CH3:27])[C:23](=[O:26])[C:24]=1[CH3:25]. Product: [F:1][C:2]1[CH:8]=[C:7]([I:9])[CH:6]=[CH:5][C:3]=1[NH:4][C:19]1[C:20]([C:28]([OH:30])=[O:29])=[CH:21][N:22]([CH3:27])[C:23](=[O:26])[C:24]=1[CH3:25]. The catalyst class is: 1.